This data is from Forward reaction prediction with 1.9M reactions from USPTO patents (1976-2016). The task is: Predict the product of the given reaction. (1) Given the reactants [Br-].[CH2:2]([O:9][CH2:10][CH2:11][CH2:12][P+](C1C=CC=CC=1)(C1C=CC=CC=1)C1C=CC=CC=1)[C:3]1[CH:8]=[CH:7][CH:6]=[CH:5][CH:4]=1.CC(C)([O-])C.[K+].[Br:38][C:39]1[CH:40]=[CH:41][C:42]([OH:47])=[C:43]([CH:46]=1)[CH:44]=O.O, predict the reaction product. The product is: [CH2:2]([O:9][CH2:10][CH2:11][CH:12]=[CH:44][C:43]1[CH:46]=[C:39]([Br:38])[CH:40]=[CH:41][C:42]=1[OH:47])[C:3]1[CH:4]=[CH:5][CH:6]=[CH:7][CH:8]=1. (2) Given the reactants [CH:1]([N:5]1[C:13]2[CH:12]=[C:11](Cl)[N:10]=[CH:9][C:8]=2[C:7]([N:15]2[CH2:20][CH2:19][O:18][CH2:17][CH2:16]2)=[N:6]1)([CH2:3][CH3:4])[CH3:2].[CH:21]1([S:24]([N:27]2[CH:31]=[C:30]([C:32]3[N:37]=[C:36]([NH2:38])[CH:35]=[CH:34][N:33]=3)[CH:29]=[N:28]2)(=[O:26])=[O:25])[CH2:23][CH2:22]1.C(=O)([O-])[O-].[Cs+].[Cs+].C1(P(C2CCCCC2)C2C=CC=CC=2C2C(C(C)C)=CC(C(C)C)=CC=2C(C)C)CCCCC1, predict the reaction product. The product is: [CH:1]([N:5]1[C:13]2[CH:12]=[C:11]([NH:38][C:36]3[CH:35]=[CH:34][N:33]=[C:32]([C:30]4[CH:29]=[N:28][N:27]([S:24]([CH:21]5[CH2:23][CH2:22]5)(=[O:26])=[O:25])[CH:31]=4)[N:37]=3)[N:10]=[CH:9][C:8]=2[C:7]([N:15]2[CH2:20][CH2:19][O:18][CH2:17][CH2:16]2)=[N:6]1)([CH2:3][CH3:4])[CH3:2]. (3) Given the reactants [Cl:1][C:2]1[CH:3]=[C:4]([C@@H:12]([CH2:16][CH:17]2[CH2:20][CH2:19][CH2:18]2)[C:13]([OH:15])=O)[CH:5]=[CH:6][C:7]=1[S:8]([CH3:11])(=[O:10])=[O:9].C(Cl)(=O)C(Cl)=O.[NH2:27][C:28]1[CH:32]=[CH:31][N:30]([CH2:33][C:34]([CH3:37])([OH:36])[CH3:35])[N:29]=1.N1C(C)=CC=CC=1C, predict the reaction product. The product is: [Cl:1][C:2]1[CH:3]=[C:4]([C@@H:12]([CH2:16][CH:17]2[CH2:20][CH2:19][CH2:18]2)[C:13]([NH:27][C:28]2[CH:32]=[CH:31][N:30]([CH2:33][C:34]([OH:36])([CH3:35])[CH3:37])[N:29]=2)=[O:15])[CH:5]=[CH:6][C:7]=1[S:8]([CH3:11])(=[O:9])=[O:10].